From a dataset of Forward reaction prediction with 1.9M reactions from USPTO patents (1976-2016). Predict the product of the given reaction. (1) Given the reactants [Br:1][C:2]1[CH:11]=[C:10]2[C:5]([NH:6][C@@H:7]([CH3:19])[CH2:8][N:9]2[C:12]([O:14][C:15]([CH3:18])([CH3:17])[CH3:16])=[O:13])=[CH:4][CH:3]=1.N1C=CC=CC=1.Cl[C:27]([O:29][CH3:30])=[O:28], predict the reaction product. The product is: [Br:1][C:2]1[CH:11]=[C:10]2[C:5](=[CH:4][CH:3]=1)[N:6]([C:27]([O:29][CH3:30])=[O:28])[C@@H:7]([CH3:19])[CH2:8][N:9]2[C:12]([O:14][C:15]([CH3:18])([CH3:17])[CH3:16])=[O:13]. (2) Given the reactants [CH:1]1[C:6]([C@H:7]2[O:17][C:16]3[CH:15]=[C:14]([OH:18])[CH:13]=[C:12]([OH:19])[C:11]=3[C:9](=[O:10])[CH2:8]2)=[CH:5][C:4]([OH:20])=[C:3]([OH:21])[CH:2]=1.C1C(C2[O+:37]=C3C(C(O)=CC(O)=C3)=CC=2O[C@@H]2O[C@H](CO)[C@@H](O)[C@H](O)[C@H]2O)=CC(O)=C(O)C=1.[Cl-], predict the reaction product. The product is: [CH:1]1[C:6]([CH:7]2[O:17][C:16]3[C:11](=[C:12]([OH:19])[CH:13]=[C:14]([OH:18])[CH:15]=3)[C:9](=[O:10])[CH:8]2[OH:37])=[CH:5][C:4]([OH:20])=[C:3]([OH:21])[CH:2]=1.